Dataset: Catalyst prediction with 721,799 reactions and 888 catalyst types from USPTO. Task: Predict which catalyst facilitates the given reaction. (1) Reactant: [Cl:1][C:2]1[CH:10]=[C:9]2[C:5]([C:6]([C:11]3[N:12]=[C:13]4[C:19]([CH:20]=[O:21])=[CH:18][N:17]([CH2:22][O:23][CH2:24][CH2:25][Si:26]([CH3:29])([CH3:28])[CH3:27])[C:14]4=[N:15][CH:16]=3)=[N:7][NH:8]2)=[C:4]([F:30])[CH:3]=1.[H-].[Na+].I[CH3:34].O. Product: [Cl:1][C:2]1[CH:10]=[C:9]2[C:5]([C:6]([C:11]3[N:12]=[C:13]4[C:19]([CH:20]=[O:21])=[CH:18][N:17]([CH2:22][O:23][CH2:24][CH2:25][Si:26]([CH3:27])([CH3:29])[CH3:28])[C:14]4=[N:15][CH:16]=3)=[N:7][N:8]2[CH3:34])=[C:4]([F:30])[CH:3]=1. The catalyst class is: 39. (2) Reactant: [Cl:1][C:2]1[N:7]=[CH:6][N:5]=[C:4]([NH:8][C:9]2[CH:19]=[C:18]([CH3:20])[C:12]3[N:13]([CH3:17])[C:14](=[O:16])[O:15][C:11]=3[CH:10]=2)[CH:3]=1.[C:21](OC(=O)C)(=[O:23])[CH3:22]. Product: [Cl:1][C:2]1[N:7]=[CH:6][N:5]=[C:4]([N:8]([C:9]2[CH:19]=[C:18]([CH3:20])[C:12]3[N:13]([CH3:17])[C:14](=[O:16])[O:15][C:11]=3[CH:10]=2)[C:21](=[O:23])[CH3:22])[CH:3]=1. The catalyst class is: 6. (3) Reactant: [Cl-].[CH2:2]([N+:6]1[CH:10]=[CH:9][N:8]([CH3:11])[CH:7]=1)[CH2:3][CH2:4][CH3:5].[CH3:12][S:13]([OH:16])(=[O:15])=[O:14].O1CCOCC1.Cl. The catalyst class is: 127. Product: [CH3:12][S:13]([O-:16])(=[O:15])=[O:14].[CH2:2]([N+:6]1[CH:10]=[CH:9][N:8]([CH3:11])[CH:7]=1)[CH2:3][CH2:4][CH3:5]. (4) Reactant: N[C:2]1[CH:3]=[C:4]([CH:8]=[C:9]([C:11]([O:13][CH3:14])=[O:12])[CH:10]=1)[C:5]([OH:7])=[O:6].Cl.N([O-])=O.[Na+].[I-:20].[K+]. Product: [I:20][C:2]1[CH:3]=[C:4]([CH:8]=[C:9]([C:11]([O:13][CH3:14])=[O:12])[CH:10]=1)[C:5]([OH:7])=[O:6]. The catalyst class is: 6.